From a dataset of Reaction yield outcomes from USPTO patents with 853,638 reactions. Predict the reaction yield, written as a fraction of the theoretical maximum amount of product (1.0 means a 100% yield; for example, 0.34 means a 34% yield). (1) The reactants are [CH3:1][Mg]Br.[Br:4][C:5]1[C:10]([CH:11]=[O:12])=[CH:9][C:8]([F:13])=[N:7][CH:6]=1. The catalyst is O1CCCC1. The product is [Br:4][C:5]1[C:10]([CH:11]([OH:12])[CH3:1])=[CH:9][C:8]([F:13])=[N:7][CH:6]=1. The yield is 0.320. (2) The reactants are C[Si](C)(C)[N-][Si](C)(C)C.[Na+].[CH:11]1([CH2:16][C:17]([O:19][CH2:20][C:21]2[CH:26]=[CH:25][CH:24]=[CH:23][CH:22]=2)=[O:18])[CH2:15][CH2:14][CH2:13][CH2:12]1.C1C[O:30]CC1. No catalyst specified. The product is [CH2:20]([O:19][C:17](=[O:18])[CH:16]([CH:11]1[CH2:15][CH2:14][CH2:13][CH2:12]1)[OH:30])[C:21]1[CH:22]=[CH:23][CH:24]=[CH:25][CH:26]=1. The yield is 0.600. (3) The reactants are C1(C2C=C(N)ON=2)CC1.[CH:10]([C:13]1[CH:17]=[C:16]([NH:18][C:19](=[O:27])[O:20][C:21]2[CH:26]=[CH:25][CH:24]=[CH:23][CH:22]=2)[O:15][N:14]=1)([CH3:12])[CH3:11]. No catalyst specified. The product is [CH:10]1([C:13]2[CH:17]=[C:16]([NH:18][C:19](=[O:27])[O:20][C:21]3[CH:22]=[CH:23][CH:24]=[CH:25][CH:26]=3)[O:15][N:14]=2)[CH2:12][CH2:11]1. The yield is 0.710.